This data is from Catalyst prediction with 721,799 reactions and 888 catalyst types from USPTO. The task is: Predict which catalyst facilitates the given reaction. Reactant: Cl.[NH2:2][C@@H:3]1[C:11]2[C:6](=[CH:7][CH:8]=[CH:9][CH:10]=2)[CH2:5][C@H:4]1[NH:12][C:13]([C:15]1[NH:19][C:18]2[S:20][C:21]([Cl:23])=[CH:22][C:17]=2[CH:16]=1)=[O:14].CCN(C(C)C)C(C)C.[C:33]([O:37]CC)(=O)[CH:34]=[O:35].[C:40]([OH:43])(=O)[CH3:41].[C:44](O[BH-](OC(=O)C)OC(=O)C)(=[O:46])C.[Na+].Cl. Product: [Cl:23][C:21]1[S:20][C:18]2[NH:19][C:15]([C:13]([NH:12][C@@H:4]3[CH2:5][C:6]4[C:11](=[CH:10][CH:9]=[CH:8][CH:7]=4)[C@H:3]3[N:2]([C:44](=[O:46])[C@@H:33]([OH:37])[CH2:34][OH:35])[CH2:41][CH2:40][OH:43])=[O:14])=[CH:16][C:17]=2[CH:22]=1. The catalyst class is: 49.